From a dataset of Forward reaction prediction with 1.9M reactions from USPTO patents (1976-2016). Predict the product of the given reaction. (1) Given the reactants CS(O[CH2:6][CH2:7][CH2:8][CH2:9][C:10]1[C:18]2[C:13](=[CH:14][CH:15]=[C:16]([C:19]#[N:20])[CH:17]=2)[N:12]([S:21]([C:24]2[CH:30]=[CH:29][C:27]([CH3:28])=[CH:26][CH:25]=2)(=[O:23])=[O:22])[CH:11]=1)(=O)=O.[N:31]1([C:37]2[CH:38]=[CH:39][C:40]3[O:44][C:43]([C:45]([O:47][CH2:48][CH3:49])=[O:46])=[CH:42][C:41]=3[CH:50]=2)[CH2:36][CH2:35][NH:34][CH2:33][CH2:32]1.C([O-])([O-])=O.[K+].[K+], predict the reaction product. The product is: [C:19]([C:16]1[CH:17]=[C:18]2[C:13](=[CH:14][CH:15]=1)[N:12]([S:21]([C:24]1[CH:30]=[CH:29][C:27]([CH3:28])=[CH:26][CH:25]=1)(=[O:23])=[O:22])[CH:11]=[C:10]2[CH2:9][CH2:8][CH2:7][CH2:6][N:34]1[CH2:33][CH2:32][N:31]([C:37]2[CH:38]=[CH:39][C:40]3[O:44][C:43]([C:45]([O:47][CH2:48][CH3:49])=[O:46])=[CH:42][C:41]=3[CH:50]=2)[CH2:36][CH2:35]1)#[N:20]. (2) Given the reactants [Br:1][C:2]1[CH:3]=[C:4]2[C:8](=[CH:9][CH:10]=1)[C:7](=O)[CH2:6][CH2:5]2.[H-].[Na+].I[CH3:15].CN([CH:19]=[O:20])C, predict the reaction product. The product is: [Br:1][C:2]1[CH:3]=[C:4]2[C:8](=[CH:9][CH:10]=1)[C:19](=[O:20])[C:6]([CH3:7])([CH3:15])[CH2:5]2. (3) Given the reactants BrC1C=C2C(C3CC(C(OCC)=O)CCC=3N2)=CC=1.[Br:20][C:21]1[CH:33]=[CH:32][CH:31]=[C:30]2[C:22]=1[C:23]1[CH2:24][CH:25]([C:34]([O:36][CH2:37][CH3:38])=[O:35])[CH2:26][CH2:27][C:28]=1[NH:29]2.C(C1C(=O)C(Cl)=C(Cl)C(=O)C=1C#N)#N, predict the reaction product. The product is: [Br:20][C:21]1[CH:33]=[CH:32][CH:31]=[C:30]2[C:22]=1[C:23]1[CH:24]=[C:25]([C:34]([O:36][CH2:37][CH3:38])=[O:35])[CH:26]=[CH:27][C:28]=1[NH:29]2. (4) The product is: [CH2:29]([O:28][C:26]([NH:1][CH2:4][C@H:5]([N:15]([CH3:23])[C:16](=[O:22])[O:17][C:18]([CH3:19])([CH3:20])[CH3:21])[CH2:6][OH:7])=[O:27])[C:30]1[CH:35]=[CH:34][CH:33]=[CH:32][CH:31]=1. Given the reactants [N:1]([CH2:4][C@H:5]([N:15]([CH3:23])[C:16](=[O:22])[O:17][C:18]([CH3:21])([CH3:20])[CH3:19])[CH2:6][O:7]CC1C=CC=CC=1)=[N+]=[N-].[H][H].[C:26](Cl)([O:28][CH2:29][C:30]1[CH:35]=[CH:34][CH:33]=[CH:32][CH:31]=1)=[O:27].CCN(C(C)C)C(C)C, predict the reaction product.